From a dataset of Forward reaction prediction with 1.9M reactions from USPTO patents (1976-2016). Predict the product of the given reaction. (1) Given the reactants [C:1]([C:3]1[CH:4]=[N:5][CH:6]=[C:7]([CH:20]=1)[C:8]([N:10]=[S@@:11]([CH3:19])(=[O:18])[C:12]1[CH:17]=[CH:16][CH:15]=[CH:14][CH:13]=1)=[O:9])#[CH:2].[CH3:21][C:22]([C:24]1[CH:29]=[CH:28][C:27](I)=[CH:26][CH:25]=1)=[O:23], predict the reaction product. The product is: [C:22]([C:24]1[CH:29]=[CH:28][C:27]([C:2]#[C:1][C:3]2[CH:4]=[N:5][CH:6]=[C:7]([CH:20]=2)[C:8]([N:10]=[S@@:11]([CH3:19])(=[O:18])[C:12]2[CH:13]=[CH:14][CH:15]=[CH:16][CH:17]=2)=[O:9])=[CH:26][CH:25]=1)(=[O:23])[CH3:21]. (2) Given the reactants [NH2:1][C:2]1[CH:18]=[CH:17][C:5]([C:6]([NH:8][C:9]2[CH:14]=[CH:13][C:12]([CH3:15])=[C:11]([CH3:16])[CH:10]=2)=[O:7])=[CH:4][C:3]=1[N+:19]([O-])=O, predict the reaction product. The product is: [NH2:19][C:3]1[CH:4]=[C:5]([CH:17]=[CH:18][C:2]=1[NH2:1])[C:6]([NH:8][C:9]1[CH:14]=[CH:13][C:12]([CH3:15])=[C:11]([CH3:16])[CH:10]=1)=[O:7].